Dataset: CYP2C19 inhibition data for predicting drug metabolism from PubChem BioAssay. Task: Regression/Classification. Given a drug SMILES string, predict its absorption, distribution, metabolism, or excretion properties. Task type varies by dataset: regression for continuous measurements (e.g., permeability, clearance, half-life) or binary classification for categorical outcomes (e.g., BBB penetration, CYP inhibition). Dataset: cyp2c19_veith. (1) The molecule is C=C[C@@H]1CN2CC[C@H]1C[C@H]2[C@H](O)c1ccnc2ccccc12. The result is 0 (non-inhibitor). (2) The compound is N#CCCn1c(=O)c(-c2cccc(C#N)c2)nc2cnc(Oc3cccc(Cl)c3)nc21. The result is 0 (non-inhibitor).